From a dataset of Reaction yield outcomes from USPTO patents with 853,638 reactions. Predict the reaction yield, written as a fraction of the theoretical maximum amount of product (1.0 means a 100% yield; for example, 0.34 means a 34% yield). (1) The reactants are Cl.[CH3:2][C:3]1[O:4][C:5]2[C:14]3[CH:13]([CH2:15][CH2:16][NH2:17])[CH2:12][CH2:11][C:10]=3[CH:9]=[CH:8][C:6]=2[N:7]=1.C(N(CC)CC)C.[CH2:25]([N:27]=[C:28]=[O:29])[CH3:26]. The catalyst is O1CCCC1. The product is [CH2:25]([NH:27][C:28]([NH:17][CH2:16][CH2:15][CH:13]1[C:14]2[C:5]3[O:4][C:3]([CH3:2])=[N:7][C:6]=3[CH:8]=[CH:9][C:10]=2[CH2:11][CH2:12]1)=[O:29])[CH3:26]. The yield is 0.110. (2) The reactants are [C:1]([C:4]1[CH:5]=[C:6]([CH:12]=[CH:13][CH:14]=1)[C:7]([O:9][CH2:10][CH3:11])=[O:8])(=[S:3])[NH2:2].Br[CH2:16][C:17]([C:19]1[CH:24]=[CH:23][C:22]([CH:25]([CH3:27])[CH3:26])=[CH:21][CH:20]=1)=O.O. The catalyst is CN(C=O)C. The product is [CH:25]([C:22]1[CH:21]=[CH:20][C:19]([C:17]2[N:2]=[C:1]([C:4]3[CH:5]=[C:6]([CH:12]=[CH:13][CH:14]=3)[C:7]([O:9][CH2:10][CH3:11])=[O:8])[S:3][CH:16]=2)=[CH:24][CH:23]=1)([CH3:27])[CH3:26]. The yield is 0.840.